This data is from Forward reaction prediction with 1.9M reactions from USPTO patents (1976-2016). The task is: Predict the product of the given reaction. (1) Given the reactants [NH3:1].[CH2:2]([O:4][C:5]([C:7]1[C:8]2[S:16][CH:15]=[C:14]([CH2:17][O:18][C:19]3[CH:24]=[CH:23][CH:22]=[C:21]([NH:25][S:26]([C:29]4[CH:34]=[CH:33][C:32]([Cl:35])=[CH:31][CH:30]=4)(=[O:28])=[O:27])[CH:20]=3)[C:9]=2[C:10](Cl)=[N:11][CH:12]=1)=[O:6])[CH3:3], predict the reaction product. The product is: [CH2:2]([O:4][C:5]([C:7]1[C:8]2[S:16][CH:15]=[C:14]([CH2:17][O:18][C:19]3[CH:24]=[CH:23][CH:22]=[C:21]([NH:25][S:26]([C:29]4[CH:30]=[CH:31][C:32]([Cl:35])=[CH:33][CH:34]=4)(=[O:27])=[O:28])[CH:20]=3)[C:9]=2[C:10]([NH2:1])=[N:11][CH:12]=1)=[O:6])[CH3:3]. (2) Given the reactants [CH3:1][C:2]1[C:3]([C:34]2[CH:39]=[CH:38][CH:37]=[CH:36][N:35]=2)=[N:4][C:5]2[C:10]([C:11]=1[NH:12][C:13]1[C:18]([C:19]3[CH:20]=[N:21][CH:22]=[N:23][CH:24]=3)=[CH:17][N:16]=[C:15]([N:25]3[CH2:30][CH2:29][O:28][CH2:27][CH2:26]3)[CH:14]=1)=[CH:9][CH:8]=[CH:7][C:6]=2[C:31](O)=[O:32].CN.[CH:42]([N:45](C(C)C)CC)(C)C, predict the reaction product. The product is: [CH3:42][NH:45][C:31]([C:6]1[CH:7]=[CH:8][CH:9]=[C:10]2[C:5]=1[N:4]=[C:3]([C:34]1[CH:39]=[CH:38][CH:37]=[CH:36][N:35]=1)[C:2]([CH3:1])=[C:11]2[NH:12][C:13]1[C:18]([C:19]2[CH:24]=[N:23][CH:22]=[N:21][CH:20]=2)=[CH:17][N:16]=[C:15]([N:25]2[CH2:30][CH2:29][O:28][CH2:27][CH2:26]2)[CH:14]=1)=[O:32]. (3) Given the reactants F[C:2]1[CH:7]=[CH:6][C:5]([N+:8]([O-:10])=[O:9])=[CH:4][CH:3]=1.C1(C)[C:12]([NH2:19])=[C:13]([CH3:18])[C:14](N)=[CH:15][CH:16]=1.C([N:23]([CH2:26][CH3:27])[CH2:24][CH3:25])C, predict the reaction product. The product is: [N+:8]([C:5]1[CH:6]=[CH:7][C:2]([NH:19][CH2:12][C:13]2[CH:14]=[CH:15][CH:16]=[C:27]([CH2:26][NH:23][C:24]3[CH:25]=[CH:6][C:5]([N+:8]([O-:10])=[O:9])=[CH:4][CH:3]=3)[CH:18]=2)=[CH:3][CH:4]=1)([O-:10])=[O:9]. (4) Given the reactants [NH2:1][C:2]1[CH:3]=[C:4]([OH:9])[CH:5]=[CH:6][C:7]=1[F:8].[C:10](=[O:13])([O-:12])[O-].[Na+].[Na+].O1[CH2:20][CH2:19][CH2:18]C1.[C:21]([O:25][C:26](O[C:26]([O:25][C:21]([CH3:24])([CH3:23])[CH3:22])=[O:27])=[O:27])([CH3:24])([CH3:23])[CH3:22].[C:36](OCC)(=O)C, predict the reaction product. The product is: [C:26](=[O:27])([O:25][C:21]([CH3:23])([CH3:22])[CH3:24])[O:9][C:4]1[CH:5]=[CH:6][C:7]([F:8])=[C:2]([NH:1][C:10]([O:12][C:19]([CH3:18])([CH3:20])[CH3:36])=[O:13])[CH:3]=1. (5) Given the reactants [NH2:1][C:2]1[C:9](I)=[CH:8][C:5]([C:6]#[N:7])=[C:4]([C:11]([F:14])([F:13])[F:12])[CH:3]=1.[C:15]([O-])([O-])=[O:16].[Cs+].[Cs+].N1C2C(=CC=C3C=2N=CC=C3)C=CC=1, predict the reaction product. The product is: [NH2:1][C:2]1[C:9]([O:16][CH3:15])=[CH:8][C:5]([C:6]#[N:7])=[C:4]([C:11]([F:14])([F:13])[F:12])[CH:3]=1. (6) Given the reactants [NH2:1][C:2]1[CH:10]=[CH:9][C:5]([C:6]([OH:8])=O)=[CH:4][C:3]=1[Br:11].CCN(C(C)C)C(C)C.Cl.CN(C)CCCN=C=NCC.ON1C2C=CC=CC=2N=N1.[NH2:43][C:44]1[S:45][CH:46]=[CH:47][N:48]=1, predict the reaction product. The product is: [NH2:1][C:2]1[CH:10]=[CH:9][C:5]([C:6]([NH:43][C:44]2[S:45][CH:46]=[CH:47][N:48]=2)=[O:8])=[CH:4][C:3]=1[Br:11].